This data is from Forward reaction prediction with 1.9M reactions from USPTO patents (1976-2016). The task is: Predict the product of the given reaction. (1) Given the reactants [Cl:1][C:2]1[CH:21]=[CH:20][C:5]([CH2:6][C@@H:7]2[C:11]3=[N:12][C:13]4[CH:18]=[CH:17][CH:16]=[CH:15][C:14]=4[N:10]3[C:9](=[O:19])[NH:8]2)=[CH:4][CH:3]=1.[NH2:22][C@H:23]1[CH2:28][CH2:27][C@H:26]([OH:29])[CH2:25][CH2:24]1.C(O)(C(F)(F)F)=O, predict the reaction product. The product is: [NH:10]1[C:14]2[CH:15]=[CH:16][CH:17]=[CH:18][C:13]=2[N:12]=[C:11]1[C@H:7]([NH:8][C:9]([NH:22][C@H:23]1[CH2:28][CH2:27][C@H:26]([OH:29])[CH2:25][CH2:24]1)=[O:19])[CH2:6][C:5]1[CH:4]=[CH:3][C:2]([Cl:1])=[CH:21][CH:20]=1. (2) The product is: [CH:26]1[C:13]2[C:14]3[N:15]([CH2:23][CH2:24][O:25][C:12]=2[CH:11]=[CH:10][C:9]=1[C:29]1[C:30]([N:49]([CH3:54])[S:50]([CH3:53])(=[O:52])=[O:51])=[CH:31][C:32]2[O:36][C:35]([C:37]4[CH:42]=[CH:41][C:40]([F:43])=[CH:39][CH:38]=4)=[C:34]([C:44]([NH:46][CH3:47])=[O:45])[C:33]=2[CH:48]=1)[C:16]1[CH:17]=[CH:18][CH:19]=[CH:20][C:21]=1[CH:22]=3. Given the reactants CC1(C)C(C)(C)OB([C:9]2[CH:10]=[CH:11][C:12]3[O:25][CH2:24][CH2:23][N:15]4[C:16]5[CH:17]=[CH:18][CH:19]=[CH:20][C:21]=5[CH:22]=[C:14]4[C:13]=3[CH:26]=2)O1.Br[C:29]1[C:30]([N:49]([CH3:54])[S:50]([CH3:53])(=[O:52])=[O:51])=[CH:31][C:32]2[O:36][C:35]([C:37]3[CH:42]=[CH:41][C:40]([F:43])=[CH:39][CH:38]=3)=[C:34]([C:44]([NH:46][CH3:47])=[O:45])[C:33]=2[CH:48]=1, predict the reaction product. (3) Given the reactants [S:1]1[CH:5]=[CH:4][CH:3]=[C:2]1[C:6]1[S:7][CH:8]=[CH:9][CH:10]=1.C([Li])CCC.Br[CH2:17][CH2:18][CH2:19][CH2:20][CH2:21][CH2:22][O:23][Si:24]([C:27]([CH3:30])([CH3:29])[CH3:28])([CH3:26])[CH3:25], predict the reaction product. The product is: [S:1]1[C:5]([CH2:17][CH2:18][CH2:19][CH2:20][CH2:21][CH2:22][O:23][Si:24]([C:27]([CH3:28])([CH3:30])[CH3:29])([CH3:25])[CH3:26])=[CH:4][CH:3]=[C:2]1[C:6]1[S:7][CH:8]=[CH:9][CH:10]=1. (4) Given the reactants [C:1]1([CH2:7][N:8]2[CH2:13][CH2:12][C:11](=O)[CH2:10][CH2:9]2)[CH:6]=[CH:5][CH:4]=[CH:3][CH:2]=1.Cl.[CH2:16]([NH2:18])[CH3:17].C(O[BH-](OC(=O)C)OC(=O)C)(=O)C.[Na+].[OH-].[Na+], predict the reaction product. The product is: [C:1]1([CH2:7][N:8]2[CH2:13][CH2:12][CH:11]([NH:18][CH2:16][CH3:17])[CH2:10][CH2:9]2)[CH:6]=[CH:5][CH:4]=[CH:3][CH:2]=1. (5) The product is: [Cl:1][CH2:2][CH2:3][CH2:4][O:5][C:6]1[CH:7]=[CH:8][C:9]([C:12]2[O:13][C:14]([CH2:18][OH:19])=[C:15]([CH3:17])[N:16]=2)=[CH:10][CH:11]=1. Given the reactants [Cl:1][CH2:2][CH2:3][CH2:4][O:5][C:6]1[CH:11]=[CH:10][C:9]([C:12]2[O:13][C:14]([C:18](OC)=[O:19])=[C:15]([CH3:17])[N:16]=2)=[CH:8][CH:7]=1.CO.[BH4-].[Li+].Cl.[OH-].[Na+], predict the reaction product.